Predict the reaction yield, written as a fraction of the theoretical maximum amount of product (1.0 means a 100% yield; for example, 0.34 means a 34% yield). From a dataset of Reaction yield outcomes from USPTO patents with 853,638 reactions. (1) The reactants are [CH:1]([S:3]([N:6]1[CH2:9][CH:8]([C:10]2[CH:31]=[CH:30][C:13]3[C:14]4[N:15]=[C:16]([C:22]5[N:23]([CH:27]([CH3:29])[CH3:28])[N:24]=[CH:25][N:26]=5)[S:17][C:18]=4[CH2:19][CH2:20][O:21][C:12]=3[CH:11]=2)[CH2:7]1)(=[O:5])=[O:4])=[CH2:2].[CH3:32][NH:33][CH3:34]. The yield is 0.340. No catalyst specified. The product is [CH:27]([N:23]1[C:22]([C:16]2[S:17][C:18]3[CH2:19][CH2:20][O:21][C:12]4[CH:11]=[C:10]([CH:8]5[CH2:7][N:6]([S:3]([CH2:1][CH2:2][N:33]([CH3:34])[CH3:32])(=[O:5])=[O:4])[CH2:9]5)[CH:31]=[CH:30][C:13]=4[C:14]=3[N:15]=2)=[N:26][CH:25]=[N:24]1)([CH3:28])[CH3:29]. (2) The reactants are [CH:1]([C@@H:4](/[CH:37]=[C:38](\[CH3:44])/[C:39]([O:41]CC)=[O:40])[N:5]([CH3:36])[C:6](=[O:35])[C@H:7]([C:30]([CH3:34])([S:32][CH3:33])[CH3:31])[NH:8][C:9](=[O:29])[C@H:10]([C:20]([CH3:28])([C:22]1[CH:27]=[CH:26][CH:25]=[CH:24][CH:23]=1)[CH3:21])[N:11]([CH3:19])[C:12](=[O:18])[O:13][C:14]([CH3:17])([CH3:16])[CH3:15])([CH3:3])[CH3:2].[OH-].[Li+]. The catalyst is CO.O. The product is [CH:1]([C@@H:4](/[CH:37]=[C:38](\[CH3:44])/[C:39]([OH:41])=[O:40])[N:5]([CH3:36])[C:6](=[O:35])[C@H:7]([C:30]([CH3:31])([S:32][CH3:33])[CH3:34])[NH:8][C:9](=[O:29])[C@H:10]([C:20]([CH3:21])([C:22]1[CH:23]=[CH:24][CH:25]=[CH:26][CH:27]=1)[CH3:28])[N:11]([CH3:19])[C:12](=[O:18])[O:13][C:14]([CH3:15])([CH3:16])[CH3:17])([CH3:3])[CH3:2]. The yield is 0.950. (3) The reactants are [N:1]([C@H:4]1[C@@H:9]([F:10])[CH2:8][CH2:7][N:6]([C:11]([O:13][C:14]([CH3:17])([CH3:16])[CH3:15])=[O:12])[CH2:5]1)=[N+]=[N-].[C:18](Cl)(=[O:27])[O:19][CH2:20][C:21]1[CH:26]=[CH:25][CH:24]=[CH:23][CH:22]=1. The catalyst is CO.N1C=CC=CC=1.[Pd]. The product is [CH2:20]([O:19][C:18]([NH:1][C@H:4]1[C@@H:9]([F:10])[CH2:8][CH2:7][N:6]([C:11]([O:13][C:14]([CH3:17])([CH3:16])[CH3:15])=[O:12])[CH2:5]1)=[O:27])[C:21]1[CH:26]=[CH:25][CH:24]=[CH:23][CH:22]=1. The yield is 0.220. (4) The reactants are [CH3:1][C:2]([C:4]1[CH:9]=[C:8]([Cl:10])[CH:7]=[C:6]([F:11])[CH:5]=1)=[O:3].[Se](=O)=[O:13]. No catalyst specified. The product is [Cl:10][C:8]1[CH:9]=[C:4]([C:2](=[O:3])[CH:1]=[O:13])[CH:5]=[C:6]([F:11])[CH:7]=1. The yield is 0.840. (5) The yield is 0.960. The product is [OH:5][C@@H:3]([CH3:4])[CH2:2][CH2:1][O:6][S:20]([C:17]1[CH:18]=[CH:19][C:14]([CH3:24])=[CH:15][CH:16]=1)(=[O:22])=[O:21]. The catalyst is ClCCl. The reactants are [CH2:1]([OH:6])[CH2:2][C@@H:3]([OH:5])[CH3:4].C(N(CC)CC)C.[C:14]1([CH3:24])[CH:19]=[CH:18][C:17]([S:20](Cl)(=[O:22])=[O:21])=[CH:16][CH:15]=1.O.